This data is from Catalyst prediction with 721,799 reactions and 888 catalyst types from USPTO. The task is: Predict which catalyst facilitates the given reaction. (1) Reactant: Cl[C:2]1[C:7]([CH:8]([CH2:13][CH2:14][CH3:15])[C:9]([O:11][CH3:12])=[O:10])=[C:6]([CH3:16])[N:5]=[C:4]([N:17]2[CH2:22][CH2:21][CH2:20][CH2:19][CH2:18]2)[N:3]=1.C(N(CC)C(C)C)(C)C.[F:32][C:33]1[CH:38]=[C:37]([F:39])[CH:36]=[CH:35][C:34]=1B(O)O. Product: [F:32][C:33]1[CH:38]=[C:37]([F:39])[CH:36]=[CH:35][C:34]=1[C:2]1[C:7]([CH:8]([CH2:13][CH2:14][CH3:15])[C:9]([O:11][CH3:12])=[O:10])=[C:6]([CH3:16])[N:5]=[C:4]([N:17]2[CH2:22][CH2:21][CH2:20][CH2:19][CH2:18]2)[N:3]=1. The catalyst class is: 659. (2) Reactant: [OH:1][CH2:2][C@H:3]([NH:8][S:9]([C:12]1[CH:17]=[CH:16][C:15]([CH3:18])=[CH:14][CH:13]=1)(=[O:11])=[O:10])[C:4]([O:6][CH3:7])=[O:5].[C:19]([O-])([O-])=O.[K+].[K+].IC. Product: [OH:1][CH2:2][C@H:3]([N:8]([CH3:19])[S:9]([C:12]1[CH:13]=[CH:14][C:15]([CH3:18])=[CH:16][CH:17]=1)(=[O:11])=[O:10])[C:4]([O:6][CH3:7])=[O:5]. The catalyst class is: 3. (3) Reactant: [Cl:1][C:2]1[C:3]2[N:12]([C:13]3[C:18]([F:19])=[CH:17][CH:16]=[CH:15][C:14]=3[F:20])[N:11]=[C:10]([C:21]3[CH:22]=[N:23][NH:24][CH:25]=3)[C:4]=2[C:5]([O:8][CH3:9])=[N:6][CH:7]=1.[O:26]1[CH2:31][CH2:30][CH:29](O)[CH2:28][CH2:27]1.C1(P(C2C=CC=CC=2)C2C=CC=CC=2)C=CC=CC=1.N(/C(OC(C)(C)C)=O)=N\C(OC(C)(C)C)=O. The catalyst class is: 30. Product: [Cl:1][C:2]1[C:3]2[N:12]([C:13]3[C:18]([F:19])=[CH:17][CH:16]=[CH:15][C:14]=3[F:20])[N:11]=[C:10]([C:21]3[CH:25]=[N:24][N:23]([CH:29]4[CH2:30][CH2:31][O:26][CH2:27][CH2:28]4)[CH:22]=3)[C:4]=2[C:5]([O:8][CH3:9])=[N:6][CH:7]=1. (4) Reactant: [Br:1][C:2]#[C:3][C:4]([O:6][CH3:7])=[O:5].[N:8]1([C:13]([O:15][C:16]([CH3:19])([CH3:18])[CH3:17])=[O:14])[CH:12]=[CH:11][CH:10]=[CH:9]1. Product: [Br:1][C:2]1[CH:9]2[N:8]([C:13]([O:15][C:16]([CH3:19])([CH3:18])[CH3:17])=[O:14])[CH:12]([CH:11]=[CH:10]2)[C:3]=1[C:4]([O:6][CH3:7])=[O:5]. The catalyst class is: 175. (5) Reactant: Cl.[NH:2]1[CH2:7][CH2:6][CH2:5][CH:4]([OH:8])[CH2:3]1.C(N(CC)CC)C.Cl[C:17]([O:19][CH2:20][C:21]1[CH:26]=[CH:25][CH:24]=[CH:23][CH:22]=1)=[O:18]. Product: [CH2:20]([O:19][C:17]([N:2]1[CH2:7][CH2:6][CH2:5][CH:4]([OH:8])[CH2:3]1)=[O:18])[C:21]1[CH:26]=[CH:25][CH:24]=[CH:23][CH:22]=1. The catalyst class is: 4. (6) Reactant: [CH3:1][O:2][C:3]1[CH:16]=[C:15]([O:17][CH3:18])[CH:14]=[CH:13][C:4]=1[CH2:5][NH:6][C:7]1[CH:12]=[CH:11][N:10]=[CH:9][N:8]=1.[F:19][C:20]1[CH:25]=[CH:24][C:23]([S:26](Cl)(=[O:28])=[O:27])=[CH:22][C:21]=1[C:30]([F:33])([F:32])[F:31].N12CCN(CC1)CC2. Product: [CH3:1][O:2][C:3]1[CH:16]=[C:15]([O:17][CH3:18])[CH:14]=[CH:13][C:4]=1[CH2:5][N:6]([C:7]1[CH:12]=[CH:11][N:10]=[CH:9][N:8]=1)[S:26]([C:23]1[CH:24]=[CH:25][C:20]([F:19])=[C:21]([C:30]([F:33])([F:31])[F:32])[CH:22]=1)(=[O:28])=[O:27]. The catalyst class is: 10. (7) Reactant: [Cl:1][C:2]1[CH:7]=[CH:6][C:5]([C:8]2[C:12]([C:13]([C:15]3[CH:16]=[N:17][CH:18]=[CH:19][CH:20]=3)=[O:14])=[C:11]([C:21]3[CH:26]=[CH:25][C:24]([F:27])=[CH:23][C:22]=3[F:28])[O:10][N:9]=2)=[C:4]([F:29])[CH:3]=1.[Cl-].[Ce+3].[Cl-].[Cl-].[CH3:34][Li].[Cl-].[NH4+]. Product: [Cl:1][C:2]1[CH:7]=[CH:6][C:5]([C:8]2[C:12]([C:13]([C:15]3[CH:16]=[N:17][CH:18]=[CH:19][CH:20]=3)([OH:14])[CH3:34])=[C:11]([C:21]3[CH:26]=[CH:25][C:24]([F:27])=[CH:23][C:22]=3[F:28])[O:10][N:9]=2)=[C:4]([F:29])[CH:3]=1. The catalyst class is: 7. (8) Reactant: [H-].[Na+].C[O:4][C:5]([C:7]1[S:8][C:9]([C:29]#[C:30][C:31]([CH3:41])([CH3:40])[CH2:32][O:33][CH:34]2[CH2:39][CH2:38][CH2:37][CH2:36][O:35]2)=[CH:10][C:11]=1[N:12]([CH:22]1[CH2:27][CH2:26][CH:25]([OH:28])[CH2:24][CH2:23]1)[C:13]([CH:15]1[CH2:20][CH2:19][CH:18]([CH3:21])[CH2:17][CH2:16]1)=[O:14])=[O:6].F[C:43]1[CH:48]=[CH:47][CH:46]=[CH:45][N:44]=1.O. Product: [CH3:41][C:31]([CH3:40])([CH2:32][O:33][CH:34]1[CH2:39][CH2:38][CH2:37][CH2:36][O:35]1)[C:30]#[C:29][C:9]1[S:8][C:7]([C:5]([OH:4])=[O:6])=[C:11]([N:12]([C:13]([CH:15]2[CH2:20][CH2:19][CH:18]([CH3:21])[CH2:17][CH2:16]2)=[O:14])[CH:22]2[CH2:23][CH2:24][CH:25]([O:28][C:43]3[CH:48]=[CH:47][CH:46]=[CH:45][N:44]=3)[CH2:26][CH2:27]2)[CH:10]=1. The catalyst class is: 3.